This data is from Catalyst prediction with 721,799 reactions and 888 catalyst types from USPTO. The task is: Predict which catalyst facilitates the given reaction. (1) Reactant: [C:1]([O:5][C:6]([N:8]1[CH2:13][CH2:12][CH:11]([C:14]2[N:15]([CH2:20][CH2:21][OH:22])[CH:16]=[C:17](Br)[N:18]=2)[CH2:10][CH2:9]1)=[O:7])([CH3:4])([CH3:3])[CH3:2].[F:23][C:24]1[CH:29]=[CH:28][C:27](B2OC(C)(C)C(C)(C)O2)=[CH:26][C:25]=1[C:39](F)(F)F.C([O-])([O-])=O.[Cs+].[Cs+].CC(=O)OCC. Product: [C:1]([O:5][C:6]([N:8]1[CH2:13][CH2:12][CH:11]([C:14]2[N:15]([CH2:20][CH2:21][OH:22])[CH:16]=[C:17]([C:27]3[CH:28]=[CH:29][C:24]([F:23])=[C:25]([CH3:39])[CH:26]=3)[N:18]=2)[CH2:10][CH2:9]1)=[O:7])([CH3:4])([CH3:3])[CH3:2]. The catalyst class is: 38. (2) Reactant: [F:1][C:2]1[CH:3]=[CH:4][C:5]([CH3:32])=[C:6]([CH:31]=1)[O:7][CH2:8][C:9]1[C:18]([C:19]2[CH:24]=[C:23]([OH:25])[CH:22]=[CH:21][C:20]=2[O:26][CH3:27])=[CH:17][CH:16]=[C:15]2[C:10]=1[C:11]([CH3:30])=[CH:12][C:13]([CH3:29])([CH3:28])[NH:14]2.C(N(CC)CC)C.[C:40](OC(=O)C)(=[O:42])[CH3:41].C(Cl)(Cl)Cl. Product: [C:40]([O:25][C:23]1[CH:22]=[CH:21][C:20]([O:26][CH3:27])=[C:19]([C:18]2[C:9]([CH2:8][O:7][C:6]3[CH:31]=[C:2]([F:1])[CH:3]=[CH:4][C:5]=3[CH3:32])=[C:10]3[C:15](=[CH:16][CH:17]=2)[NH:14][C:13]([CH3:28])([CH3:29])[CH:12]=[C:11]3[CH3:30])[CH:24]=1)(=[O:42])[CH3:41]. The catalyst class is: 2. (3) Reactant: C(OC([N:8]([C:16]1[C:21]([C:22]2[O:26][N:25]=[C:24]([C:27]3[CH:32]=[CH:31][C:30]([CH2:33]Cl)=[CH:29][CH:28]=3)[CH:23]=2)=[N:20][C:19]([C:35]2[CH:40]=[CH:39][C:38]([S:41]([CH:44]([CH3:46])[CH3:45])(=[O:43])=[O:42])=[CH:37][CH:36]=2)=[CH:18][N:17]=1)C(=O)OC(C)(C)C)=O)(C)(C)C.[NH2:47][CH:48]1[CH2:53][CH2:52][O:51][CH2:50][CH2:49]1.CCN(C(C)C)C(C)C.C(O)(C(F)(F)F)=O.C(=O)([O-])[O-].[K+].[K+]. Product: [CH:44]([S:41]([C:38]1[CH:39]=[CH:40][C:35]([C:19]2[N:20]=[C:21]([C:22]3[O:26][N:25]=[C:24]([C:27]4[CH:28]=[CH:29][C:30]([CH2:33][NH:47][CH:48]5[CH2:53][CH2:52][O:51][CH2:50][CH2:49]5)=[CH:31][CH:32]=4)[CH:23]=3)[C:16]([NH2:8])=[N:17][CH:18]=2)=[CH:36][CH:37]=1)(=[O:43])=[O:42])([CH3:45])[CH3:46]. The catalyst class is: 85.